From a dataset of Full USPTO retrosynthesis dataset with 1.9M reactions from patents (1976-2016). Predict the reactants needed to synthesize the given product. Given the product [CH3:1][Si:2]([CH3:9])([CH3:8])[N:3]([C@H:18]([B:23]1[O:27][C@@H:26]2[CH2:28][C@@H:29]3[CH2:32][C@H:31]([C@:25]2([CH3:35])[O:24]1)[C:30]3([CH3:33])[CH3:34])[CH2:19][CH:20]([CH3:22])[CH3:21])[Si:4]([CH3:7])([CH3:6])[CH3:5], predict the reactants needed to synthesize it. The reactants are: [CH3:1][Si:2]([CH3:9])([CH3:8])[NH:3][Si:4]([CH3:7])([CH3:6])[CH3:5].C([Li])CCCCC.Cl[C@@H:18]([B:23]1[O:27][C@@H:26]2[CH2:28][C@@H:29]3[CH2:32][C@H:31]([C@:25]2([CH3:35])[O:24]1)[C:30]3([CH3:34])[CH3:33])[CH2:19][CH:20]([CH3:22])[CH3:21].[Li].C[Si](N[Si](C)(C)C)(C)C.